Task: Predict the product of the given reaction.. Dataset: Forward reaction prediction with 1.9M reactions from USPTO patents (1976-2016) (1) Given the reactants [N:1]1([C:7]2[C:12]([NH2:13])=[CH:11][CH:10]=[CH:9][C:8]=2[NH2:14])[CH2:6][CH2:5][CH2:4][CH2:3][CH2:2]1.[H-].[Na+].Br[CH2:18][CH2:19][CH2:20][OH:21], predict the reaction product. The product is: [NH2:14][C:8]1[C:7]([N:1]2[CH2:2][CH2:3][CH2:4][CH2:5][CH2:6]2)=[C:12]([NH:13][CH2:18][CH2:19][CH2:20][OH:21])[CH:11]=[CH:10][CH:9]=1. (2) Given the reactants [C:1]([O:5][C:6]([NH:8][CH2:9][C@H:10]1[CH2:15][CH2:14][C@H:13]([C:16]([NH:18][C@@H:19]([CH2:23][C:24]2[CH:29]=[CH:28][C:27]([C:30]3[CH:35]=[CH:34][C:33]([C:36](=[O:41])[NH:37][CH:38]([CH3:40])[CH3:39])=[CH:32][C:31]=3[Cl:42])=[CH:26][CH:25]=2)[C:20](O)=[O:21])=[O:17])[CH2:12][CH2:11]1)=[O:7])([CH3:4])([CH3:3])[CH3:2].[F:43][C:44]1[CH:52]=[C:51]([NH2:53])[CH:50]=[C:49]2[C:45]=1[CH:46]=[N:47][NH:48]2.C(N(CC)C(C)C)(C)C.C(P1(=O)OP(=O)(CCC)OP(=O)(CCC)O1)CC, predict the reaction product. The product is: [Cl:42][C:31]1[CH:32]=[C:33]([C:36](=[O:41])[NH:37][CH:38]([CH3:40])[CH3:39])[CH:34]=[CH:35][C:30]=1[C:27]1[CH:26]=[CH:25][C:24]([CH2:23][C@H:19]([NH:18][C:16]([C@H:13]2[CH2:12][CH2:11][C@H:10]([CH2:9][NH:8][C:6](=[O:7])[O:5][C:1]([CH3:4])([CH3:2])[CH3:3])[CH2:15][CH2:14]2)=[O:17])[C:20]([NH:53][C:51]2[CH:50]=[C:49]3[C:45]([CH:46]=[N:47][NH:48]3)=[C:44]([F:43])[CH:52]=2)=[O:21])=[CH:29][CH:28]=1. (3) Given the reactants [OH:1][C:2]1[CH:9]=[CH:8][C:5]([CH:6]=[O:7])=[CH:4][CH:3]=1.Cl[CH2:11][C:12]1[C:21]2[C:16](=[CH:17][CH:18]=[CH:19][CH:20]=2)[N:15]=[C:14]([CH3:22])[CH:13]=1.C(=O)([O-])[O-].[K+].[K+], predict the reaction product. The product is: [CH3:22][C:14]1[CH:13]=[C:12]([CH2:11][O:1][C:2]2[CH:9]=[CH:8][C:5]([CH:6]=[O:7])=[CH:4][CH:3]=2)[C:21]2[C:16](=[CH:17][CH:18]=[CH:19][CH:20]=2)[N:15]=1. (4) Given the reactants Br[C:2]1[CH:3]=[C:4]([CH:6]=[CH:7][C:8]=1[O:9][C:10]1[CH:15]=[CH:14][C:13]([F:16])=[CH:12][C:11]=1[F:17])[NH2:5].[CH3:18][N:19]1[CH:24]=[C:23](B2OC(C)(C)C(C)(C)O2)[C:22]2[CH:34]=[CH:35][N:36]([S:37]([C:40]3[CH:46]=[CH:45][C:43]([CH3:44])=[CH:42][CH:41]=3)(=[O:39])=[O:38])[C:21]=2[C:20]1=[O:47].CC12CC3(C)P(C4C=CC=CC=4)C(C)(CC(C)(O3)O1)O2.P([O-])([O-])([O-])=O.[K+].[K+].[K+], predict the reaction product. The product is: [NH2:5][C:4]1[CH:6]=[CH:7][C:8]([O:9][C:10]2[CH:15]=[CH:14][C:13]([F:16])=[CH:12][C:11]=2[F:17])=[C:2]([C:23]2[C:22]3[CH:34]=[CH:35][N:36]([S:37]([C:40]4[CH:46]=[CH:45][C:43]([CH3:44])=[CH:42][CH:41]=4)(=[O:39])=[O:38])[C:21]=3[C:20](=[O:47])[N:19]([CH3:18])[CH:24]=2)[CH:3]=1.